Dataset: Forward reaction prediction with 1.9M reactions from USPTO patents (1976-2016). Task: Predict the product of the given reaction. (1) Given the reactants [CH:1]1([NH:4][C:5]([NH:7][C:8]2[CH:13]=[CH:12][C:11]([C:14]3[C:15]4[CH2:29][NH:28][CH2:27][C:16]=4[N:17]=[C:18]([N:20]4[CH2:25][CH2:24][O:23][CH2:22][C@@H:21]4[CH3:26])[N:19]=3)=[CH:10][CH:9]=2)=[O:6])[CH2:3][CH2:2]1.CCN(CC)CC.[CH2:37]([N:39]=[C:40]=[O:41])[CH3:38], predict the reaction product. The product is: [CH:1]1([NH:4][C:5](=[O:6])[NH:7][C:8]2[CH:13]=[CH:12][C:11]([C:14]3[C:15]4[CH2:29][N:28]([C:40]([NH:39][CH2:37][CH3:38])=[O:41])[CH2:27][C:16]=4[N:17]=[C:18]([N:20]4[CH2:25][CH2:24][O:23][CH2:22][C@@H:21]4[CH3:26])[N:19]=3)=[CH:10][CH:9]=2)[CH2:3][CH2:2]1. (2) Given the reactants Cl[CH2:2][C:3]1[N:4]=[CH:5][S:6][CH:7]=1.[OH:8][CH2:9][C:10]([N:12]([C@H:14]([CH3:36])[CH2:15][O:16][C:17]1[CH:26]=[CH:25][CH:24]=[C:23]2[C:18]=1[C:19]([NH:27][C:28]1[CH:33]=[CH:32][C:31]([OH:34])=[C:30]([CH3:35])[CH:29]=1)=[N:20][CH:21]=[N:22]2)[CH3:13])=[O:11], predict the reaction product. The product is: [OH:8][CH2:9][C:10]([N:12]([CH3:13])[C@H:14]([CH3:36])[CH2:15][O:16][C:17]1[CH:26]=[CH:25][CH:24]=[C:23]2[C:18]=1[C:19]([NH:27][C:28]1[CH:33]=[CH:32][C:31]([O:34][CH2:2][C:3]3[N:4]=[CH:5][S:6][CH:7]=3)=[C:30]([CH3:35])[CH:29]=1)=[N:20][CH:21]=[N:22]2)=[O:11].